Dataset: Full USPTO retrosynthesis dataset with 1.9M reactions from patents (1976-2016). Task: Predict the reactants needed to synthesize the given product. Given the product [CH3:1][N:2]1[C:6]([CH3:7])=[CH:5][C:4]([CH2:8][N:9]2[C:17]3[C:12](=[C:13]([NH:18][C:19]([C:21]4[N:25]5[CH:26]=[CH:27][C:28]([C:30]6[O:31][C:32]([CH2:35][N:45]([CH3:46])[CH3:44])=[CH:33][CH:34]=6)=[CH:29][C:24]5=[N:23][CH:22]=4)=[O:20])[CH:14]=[CH:15][CH:16]=3)[C:11]([CH2:37][CH3:38])=[N:10]2)=[N:3]1, predict the reactants needed to synthesize it. The reactants are: [CH3:1][N:2]1[C:6]([CH3:7])=[CH:5][C:4]([CH2:8][N:9]2[C:17]3[C:12](=[C:13]([NH:18][C:19]([C:21]4[N:25]5[CH:26]=[CH:27][C:28]([C:30]6[O:31][C:32]([CH:35]=O)=[CH:33][CH:34]=6)=[CH:29][C:24]5=[N:23][CH:22]=4)=[O:20])[CH:14]=[CH:15][CH:16]=3)[C:11]([CH2:37][CH3:38])=[N:10]2)=[N:3]1.C1COCC1.[CH3:44][NH:45][CH3:46].C(O[BH-](OC(=O)C)OC(=O)C)(=O)C.[Na+].